Task: Predict which catalyst facilitates the given reaction.. Dataset: Catalyst prediction with 721,799 reactions and 888 catalyst types from USPTO (1) Reactant: [C:1]([O:5][C:6]([N:8]1[CH2:12][C@H:11]([OH:13])[CH2:10][C@H:9]1[C:14]([OH:16])=[O:15])=[O:7])([CH3:4])([CH3:3])[CH3:2].CC([O-])(C)C.[Na+].Cl[C:24]1[C:25]2[O:42][C:41]3[CH:43]=[CH:44][CH:45]=[CH:46][C:40]=3[C:26]=2[N:27]=[C:28]([C:30]2[CH:35]=[CH:34][C:33]([O:36][CH:37]([CH3:39])[CH3:38])=[CH:32][CH:31]=2)[N:29]=1.Cl. Product: [C:1]([O:5][C:6]([N:8]1[CH2:12][C@H:11]([O:13][C:24]2[C:25]3[O:42][C:41]4[CH:43]=[CH:44][CH:45]=[CH:46][C:40]=4[C:26]=3[N:27]=[C:28]([C:30]3[CH:31]=[CH:32][C:33]([O:36][CH:37]([CH3:38])[CH3:39])=[CH:34][CH:35]=3)[N:29]=2)[CH2:10][C@H:9]1[C:14]([OH:16])=[O:15])=[O:7])([CH3:4])([CH3:2])[CH3:3]. The catalyst class is: 16. (2) Reactant: [CH3:1][O:2][C:3]1[CH:8]=[C:7]([O:9][CH3:10])[CH:6]=[CH:5][C:4]=1[C:11]1[N:12]([NH2:30])[C:13]([S:16][CH2:17][C:18]([C:20]2[CH:29]=[CH:28][C:23]3[NH:24][C:25](=[O:27])[O:26][C:22]=3[CH:21]=2)=O)=[N:14][N:15]=1.ClCC(C1C=CC2NC(=O)OC=2C=1)=O.NN1C(C2C=CC(OC)=CC=2OC)=NN=C1S. Product: [O:27]=[C:25]1[NH:24][C:23]2[CH:28]=[CH:29][C:20]([C:18]3[CH2:17][S:16][C:13]4=[N:14][N:15]=[C:11]([C:4]5[CH:5]=[CH:6][C:7]([O:9][CH3:10])=[CH:8][C:3]=5[O:2][CH3:1])[N:12]4[N:30]=3)=[CH:21][C:22]=2[O:26]1. The catalyst class is: 32. (3) Reactant: [NH:1]1[C:10]2[C:5](=[CH:6][CH:7]=[CH:8][CH:9]=2)[CH2:4][CH2:3][CH2:2]1.[Br:11][CH2:12][CH2:13][CH2:14]Br.C([O-])([O-])=O.[Na+].[Na+]. Product: [N:1]1([CH2:14][CH2:13][CH2:12][Br:11])[C:10]2[C:5](=[CH:6][CH:7]=[CH:8][CH:9]=2)[CH2:4][CH2:3][CH2:2]1. The catalyst class is: 39. (4) The catalyst class is: 17. Reactant: [CH3:1][C:2]1[C:10]2[S:9][CH:8]=[CH:7][C:6]=2[CH:5]=[CH:4][C:3]=1[C:11]([OH:13])=O.[NH2:14][C:15]1[N:19]([CH3:20])[N:18]=[N:17][N:16]=1.C(Cl)(=O)C(Cl)=O. Product: [CH3:1][C:2]1[C:10]2[S:9][CH:8]=[CH:7][C:6]=2[CH:5]=[CH:4][C:3]=1[C:11]([NH:14][C:15]1[N:19]([CH3:20])[N:18]=[N:17][N:16]=1)=[O:13]. (5) Reactant: Cl[C:2]1[N:7]=[C:6]([NH:8][C:9]2[N:10]=[CH:11][N:12]([CH3:14])[CH:13]=2)[N:5]=[C:4]([NH:15][CH:16]([C:26]2[CH:31]=[CH:30][C:29]([F:32])=[CH:28][CH:27]=2)[CH2:17][NH:18][C:19](=[O:25])[O:20][C:21]([CH3:24])([CH3:23])[CH3:22])[N:3]=1.[NH:33]1[CH2:38][CH2:37][O:36][CH2:35][CH2:34]1. Product: [F:32][C:29]1[CH:30]=[CH:31][C:26]([CH:16]([NH:15][C:4]2[N:5]=[C:6]([NH:8][C:9]3[N:10]=[CH:11][N:12]([CH3:14])[CH:13]=3)[N:7]=[C:2]([N:33]3[CH2:38][CH2:37][O:36][CH2:35][CH2:34]3)[N:3]=2)[CH2:17][NH:18][C:19](=[O:25])[O:20][C:21]([CH3:24])([CH3:23])[CH3:22])=[CH:27][CH:28]=1. The catalyst class is: 23. (6) Reactant: [ClH:1].[NH:2]([C:4]1[CH:9]=[CH:8][C:7]([CH2:10][C:11]([OH:13])=[O:12])=[CH:6][CH:5]=1)[NH2:3].[CH3:14][C:15]([CH3:22])([CH3:21])[C:16](=O)[CH2:17][C:18]#[N:19].Cl. Product: [ClH:1].[NH2:19][C:18]1[N:2]([C:4]2[CH:5]=[CH:6][C:7]([CH2:10][C:11]([OH:13])=[O:12])=[CH:8][CH:9]=2)[N:3]=[C:16]([C:15]([CH3:22])([CH3:21])[CH3:14])[CH:17]=1. The catalyst class is: 14. (7) Reactant: C[O:2][C:3](=O)[CH:4]([CH:12]([N:19]1[C:27]2[C:22](=[CH:23][CH:24]=[CH:25][C:26]=2[O:28][CH3:29])[CH:21]=[CH:20]1)[C:13]1[CH:14]=[N:15][CH:16]=[CH:17][CH:18]=1)C(OC(C)(C)C)=O.C1(C)C=CC(S(O)(=O)=O)=CC=1. Product: [CH3:29][O:28][C:26]1[CH:25]=[CH:24][CH:23]=[C:22]2[C:27]=1[N:19]([CH:12]([C:13]1[CH:14]=[N:15][CH:16]=[CH:17][CH:18]=1)[CH2:4][CH2:3][OH:2])[CH:20]=[CH:21]2. The catalyst class is: 11. (8) Product: [NH:57]1[C:56]([C:52]2[CH:51]=[C:50]3[C:55](=[CH:54][CH:53]=2)[NH:47][N:48]=[C:49]3[C:80]2[CH:85]=[CH:84][CH:83]=[C:82]([O:86][CH2:1][CH2:2][CH:25]3[CH2:24][CH2:23][CH2:22][CH2:21][NH:20]3)[CH:81]=2)=[N:60][CH:59]=[N:58]1. The catalyst class is: 7. Reactant: [C:1]1(P(C2C=CC=CC=2)C2C=CC=CC=2)C=CC=C[CH:2]=1.[N:20]1(CCO)[CH2:25][CH2:24][CH2:23][CH2:22][CH2:21]1.CCOC(/N=N/C(OCC)=O)=O.O1CCCCC1[N:47]1[C:55]2[C:50](=[CH:51][C:52]([C:56]3[N:60]=[CH:59][N:58](C(C4C=CC=CC=4)(C4C=CC=CC=4)C4C=CC=CC=4)[N:57]=3)=[CH:53][CH:54]=2)[C:49]([C:80]2[CH:81]=[C:82]([OH:86])[CH:83]=[CH:84][CH:85]=2)=[N:48]1.Cl. (9) Reactant: CC1C=CC(S(O[CH2:12][CH:13]2[CH:22]=[CH:21][C:20]3[C:15](=[C:16]([C:24]4[CH:29]=[CH:28][CH:27]=[CH:26][C:25]=4[Cl:30])[CH:17]=[C:18](F)[CH:19]=3)[O:14]2)(=O)=O)=CC=1.[N-:31]=[N+:32]=[N-:33].[Na+]. Product: [N:31]([CH2:12][CH:13]1[CH:22]=[CH:21][C:20]2[C:15](=[C:16]([C:24]3[CH:29]=[CH:28][CH:27]=[CH:26][C:25]=3[Cl:30])[CH:17]=[CH:18][CH:19]=2)[O:14]1)=[N+:32]=[N-:33]. The catalyst class is: 16.